This data is from Reaction yield outcomes from USPTO patents with 853,638 reactions. The task is: Predict the reaction yield, written as a fraction of the theoretical maximum amount of product (1.0 means a 100% yield; for example, 0.34 means a 34% yield). (1) The reactants are [F:1][CH2:2][CH2:3][CH2:4][O:5][C:6]1[CH:14]=[C:13]2[C:9]([CH2:10][C:11]3([CH2:20][CH2:19][CH:18]([OH:21])[CH2:17][CH2:16]3)[C:12]2=[O:15])=[CH:8][CH:7]=1.[CH3:22]C(C)([O-])C.[K+].CI.CCOC(C)=O. The catalyst is O1CCCC1.CCCCCCC. The product is [F:1][CH2:2][CH2:3][CH2:4][O:5][C:6]1[CH:14]=[C:13]2[C:9]([CH2:10][C:11]3([CH2:16][CH2:17][CH:18]([O:21][CH3:22])[CH2:19][CH2:20]3)[C:12]2=[O:15])=[CH:8][CH:7]=1. The yield is 0.300. (2) The reactants are Br[C:2]1[CH:3]=[C:4]([C:8]([NH:10][C@@H:11]([CH2:24][C:25]2[CH:30]=[CH:29][CH:28]=[CH:27][C:26]=2[C:31]([F:34])([F:33])[F:32])[CH2:12][N:13]2[C:21](=[O:22])[C:20]3[C:15](=[CH:16][CH:17]=[CH:18][CH:19]=3)[C:14]2=[O:23])=[O:9])[S:5][C:6]=1[Cl:7].C([O-])([O-])=O.[Na+].[Na+].[CH3:41][N:42]1[C:46](B2OC(C)(C)C(C)(C)O2)=[C:45]([CH3:56])[CH:44]=[N:43]1. The catalyst is C1COCC1.C1C=CC(P(C2C=CC=CC=2)[C-]2C=CC=C2)=CC=1.C1C=CC(P(C2C=CC=CC=2)[C-]2C=CC=C2)=CC=1.Cl[Pd]Cl.[Fe+2]. The product is [Cl:7][C:6]1[S:5][C:4]([C:8]([NH:10][C@@H:11]([CH2:24][C:25]2[CH:30]=[CH:29][CH:28]=[CH:27][C:26]=2[C:31]([F:34])([F:33])[F:32])[CH2:12][N:13]2[C:21](=[O:22])[C:20]3[C:15](=[CH:16][CH:17]=[CH:18][CH:19]=3)[C:14]2=[O:23])=[O:9])=[CH:3][C:2]=1[C:46]1[N:42]([CH3:41])[N:43]=[CH:44][C:45]=1[CH3:56]. The yield is 0.734. (3) The reactants are C([O:3][C:4]([C:6]1[C:7](=[O:30])[C:8]([O:22][CH2:23][C:24]2[CH:29]=[CH:28][CH:27]=[CH:26][CH:25]=2)=[C:9]2[C:18](=[O:19])[N:17]3[C@@H:12]([O:13][CH2:14][CH2:15][C@H:16]3[CH3:20])[CH2:11][N:10]2[CH:21]=1)=[O:5])C.CO.O.[OH-].[Li+]. The catalyst is O. The product is [CH3:20][C@@H:16]1[CH2:15][CH2:14][O:13][C@H:12]2[CH2:11][N:10]3[CH:21]=[C:6]([C:4]([OH:5])=[O:3])[C:7](=[O:30])[C:8]([O:22][CH2:23][C:24]4[CH:29]=[CH:28][CH:27]=[CH:26][CH:25]=4)=[C:9]3[C:18](=[O:19])[N:17]12. The yield is 0.436.